This data is from Peptide-MHC class II binding affinity with 134,281 pairs from IEDB. The task is: Regression. Given a peptide amino acid sequence and an MHC pseudo amino acid sequence, predict their binding affinity value. This is MHC class II binding data. The peptide sequence is GGRLAFQEFMIVPSG. The MHC is HLA-DQA10401-DQB10402 with pseudo-sequence HLA-DQA10401-DQB10402. The binding affinity (normalized) is 0.266.